This data is from Full USPTO retrosynthesis dataset with 1.9M reactions from patents (1976-2016). The task is: Predict the reactants needed to synthesize the given product. (1) Given the product [CH3:18][O:19][C:20](=[O:30])[C@@H:21]([CH2:23][C:24]1[CH:29]=[CH:28][CH:27]=[CH:26][CH:25]=1)[NH:22][C:10]([C@H:7]1[CH2:6][CH2:5][C@H:4]([CH:1]([CH3:2])[CH3:3])[CH2:9][CH2:8]1)=[O:12], predict the reactants needed to synthesize it. The reactants are: [CH:1]([C@H:4]1[CH2:9][CH2:8][C@H:7]([C:10]([OH:12])=O)[CH2:6][CH2:5]1)([CH3:3])[CH3:2].S(Cl)(Cl)=O.Cl.[CH3:18][O:19][C:20](=[O:30])[C@@H:21]([CH2:23][C:24]1[CH:29]=[CH:28][CH:27]=[CH:26][CH:25]=1)[NH2:22].C(N(CC)CC)C. (2) Given the product [N:1]([CH:4]1[CH2:10][CH2:9][N:8]([C:11]2[N:15]([CH3:16])[N:14]=[CH:13][C:12]=2[N+:17]([O-:19])=[O:18])[CH2:7][CH:6]([O:20][CH3:24])[CH2:5]1)=[N+:2]=[N-:3], predict the reactants needed to synthesize it. The reactants are: [N:1]([CH:4]1[CH2:10][CH2:9][N:8]([C:11]2[N:15]([CH3:16])[N:14]=[CH:13][C:12]=2[N+:17]([O-:19])=[O:18])[CH2:7][CH:6]([OH:20])[CH2:5]1)=[N+:2]=[N-:3].[H-].[Na+].I[CH3:24].O. (3) Given the product [CH3:14][C:15]1[CH:20]=[C:19]([NH:21][C:4]([C:6]2[C:11]([Br:12])=[N:10][CH:9]=[C:8]([CH3:13])[N:7]=2)=[O:5])[CH:18]=[CH:17][N:16]=1, predict the reactants needed to synthesize it. The reactants are: C(O[C:4]([C:6]1[C:11]([Br:12])=[N:10][CH:9]=[C:8]([CH3:13])[N:7]=1)=[O:5])C.[CH3:14][C:15]1[CH:20]=[C:19]([NH2:21])[CH:18]=[CH:17][N:16]=1. (4) Given the product [CH3:46][C:44]([Si:47]([CH3:60])([CH3:59])[O:48][CH2:49][C:50]1[CH:51]=[C:52]([C:27]2[CH:32]=[CH:31][CH:30]=[C:29]([CH2:33][NH:34][C:35](=[O:41])[O:36][C:37]([CH3:40])([CH3:39])[CH3:38])[C:28]=2[CH3:42])[CH:53]=[CH:54][CH:55]=1)([CH3:43])[CH3:45], predict the reactants needed to synthesize it. The reactants are: C1C=CC(P(C2C=CC=CC=2)C2C=CC=CC=2)=CC=1.C([O-])([O-])=O.[K+].[K+].Br[C:27]1[C:28]([CH3:42])=[C:29]([CH2:33][NH:34][C:35](=[O:41])[O:36][C:37]([CH3:40])([CH3:39])[CH3:38])[CH:30]=[CH:31][CH:32]=1.[CH3:43][C:44]([Si:47]([CH3:60])([CH3:59])[O:48][CH2:49][C:50]1[CH:51]=[C:52](B(O)O)[CH:53]=[CH:54][CH:55]=1)([CH3:46])[CH3:45]. (5) Given the product [C:36]([O:46][C:38]([C:4]1[C:5]([C:9]([F:10])([F:11])[F:12])=[CH:6][CH:7]=[CH:8][C:3]=1[CH:1]=[C:22]([C:23]([O:25][CH2:26][CH3:27])=[O:24])[C:21]([O:29][CH2:30][CH3:31])=[O:28])=[O:45])([CH3:35])([CH3:37])[CH3:47], predict the reactants needed to synthesize it. The reactants are: [CH:1]([C:3]1[CH:8]=[CH:7][CH:6]=[C:5]([C:9]([F:12])([F:11])[F:10])[C:4]=1NC(=O)OC(C)(C)C)=O.[C:21]([O:29][CH2:30][CH3:31])(=[O:28])[CH2:22][C:23]([O:25][CH2:26][CH3:27])=[O:24].N1[CH2:37][CH2:36][CH2:35]CC1.[C:38]([OH:46])(=[O:45])C1C=CC=CC=1.[CH:47]1C=CC=CC=1. (6) Given the product [NH:40]1[CH2:45][CH2:44][CH:43]([C:46]([N:1]2[CH2:6][CH2:5][CH:4]([CH2:7][N:8]([CH2:30][CH2:31][CH3:32])[CH:9]3[CH2:18][C:17]4[CH:16]=[C:15]([O:19][S:20]([C:23]5[C:24]([CH3:29])=[N:25][O:26][C:27]=5[CH3:28])(=[O:22])=[O:21])[CH:14]=[CH:13][C:12]=4[CH2:11][CH2:10]3)[CH2:3][CH2:2]2)=[O:47])[CH2:42][CH2:41]1, predict the reactants needed to synthesize it. The reactants are: [NH:1]1[CH2:6][CH2:5][CH:4]([CH2:7][N:8]([CH2:30][CH2:31][CH3:32])[CH:9]2[CH2:18][C:17]3[CH:16]=[C:15]([O:19][S:20]([C:23]4[C:24]([CH3:29])=[N:25][O:26][C:27]=4[CH3:28])(=[O:22])=[O:21])[CH:14]=[CH:13][C:12]=3[CH2:11][CH2:10]2)[CH2:3][CH2:2]1.C(OC([N:40]1[CH2:45][CH2:44][CH:43]([C:46](O)=[O:47])[CH2:42][CH2:41]1)=O)(C)(C)C.CCN=C=NCCCN(C)C.C(N(CC)CC)C.